Dataset: Forward reaction prediction with 1.9M reactions from USPTO patents (1976-2016). Task: Predict the product of the given reaction. (1) The product is: [CH3:3][C@H:4]1[CH2:12][C:11]2[C:6](=[CH:7][C:8]([CH3:13])=[CH:9][CH:10]=2)[C@@H:5]1[NH:14][C:15]1[N:20]=[C:19]([NH2:21])[C:18]([C:22]#[CH:23])=[CH:17][N:16]=1. Given the reactants [OH-].[K+].[CH3:3][C@H:4]1[CH2:12][C:11]2[C:6](=[CH:7][C:8]([CH3:13])=[CH:9][CH:10]=2)[C@@H:5]1[NH:14][C:15]1[N:20]=[C:19]([NH2:21])[C:18]([C:22]#[C:23][Si](C)(C)C)=[CH:17][N:16]=1, predict the reaction product. (2) Given the reactants [NH2:1][C:2]1[C:3]([C:9]([OH:11])=O)=[N:4][CH:5]=[C:6]([Br:8])[CH:7]=1.[CH:12]([NH2:14])=O, predict the reaction product. The product is: [Br:8][C:6]1[CH:5]=[N:4][C:3]2[C:9](=[O:11])[NH:14][CH:12]=[N:1][C:2]=2[CH:7]=1. (3) The product is: [CH2:34]([O:41][C:42]1[C:43]([O:69][CH:30]2[CH2:31][CH2:32][CH2:33][CH2:28]2)=[CH:44][C:45]([CH2:48][O:49][C:50]([C:51]2[CH:56]=[CH:55][CH:54]=[CH:53][CH:52]=2)([C:63]2[CH:64]=[CH:65][CH:66]=[CH:67][CH:68]=2)[C:57]2[CH:62]=[CH:61][CH:60]=[CH:59][CH:58]=2)=[N:46][CH:47]=1)[C:35]1[CH:40]=[CH:39][CH:38]=[CH:37][CH:36]=1. Given the reactants N(C(OC(C)C)=O)=NC(OC(C)C)=O.[C:32]1(P([C:28]2[CH:33]=[CH:32][CH:31]=[CH:30]C=2)[C:32]2[CH:33]=[CH:28]C=[CH:30][CH:31]=2)[CH:33]=[CH:28]C=[CH:30][CH:31]=1.[CH2:34]([O:41][C:42]1[C:43](=[O:69])[CH2:44][C:45]([CH2:48][O:49][C:50]([C:63]2[CH:68]=[CH:67][CH:66]=[CH:65][CH:64]=2)([C:57]2[CH:62]=[CH:61][CH:60]=[CH:59][CH:58]=2)[C:51]2[CH:56]=[CH:55][CH:54]=[CH:53][CH:52]=2)=[N:46][CH:47]=1)[C:35]1[CH:40]=[CH:39][CH:38]=[CH:37][CH:36]=1.C1(O)CCCC1, predict the reaction product. (4) Given the reactants [CH3:1][N:2]1[CH:6]=[CH:5][N:4]=[N:3]1.[Li]CCCC.[C:12](=[O:14])=O.S(Cl)(Cl)=O.Cl.[CH3:20][NH:21][O:22][CH3:23].C(N(CC)C(C)C)(C)C.C(=O)([O-])[O-].[Na+].[Na+], predict the reaction product. The product is: [CH3:23][O:22][N:21]([CH3:20])[C:12]([C:6]1[N:2]([CH3:1])[N:3]=[N:4][CH:5]=1)=[O:14]. (5) Given the reactants F[C:2]1[CH:9]=[CH:8][CH:7]=[CH:6][C:3]=1[C:4]#[N:5].[CH3:10][N:11]1[CH2:16][CH2:15][NH:14][CH2:13][CH2:12]1, predict the reaction product. The product is: [CH3:10][N:11]1[CH2:16][CH2:15][N:14]([C:2]2[CH:9]=[CH:8][CH:7]=[CH:6][C:3]=2[C:4]#[N:5])[CH2:13][CH2:12]1.